This data is from TCR-epitope binding with 47,182 pairs between 192 epitopes and 23,139 TCRs. The task is: Binary Classification. Given a T-cell receptor sequence (or CDR3 region) and an epitope sequence, predict whether binding occurs between them. Result: 0 (the TCR does not bind to the epitope). The epitope is RPHERNGFTVL. The TCR CDR3 sequence is CASSLEGLVNEQFF.